This data is from Forward reaction prediction with 1.9M reactions from USPTO patents (1976-2016). The task is: Predict the product of the given reaction. Given the reactants [CH:1]1([C:4]2[O:5][C:6]3[C:7](=[C:9]([C:27]#[N:28])[C:10]([CH3:26])=[C:11]([C:20]4[CH:25]=[CH:24][CH:23]=[CH:22][CH:21]=4)[C:12]=3[C@H:13]3[CH2:17][C@H:16](I)[C@@H:15]([OH:19])[CH2:14]3)[N:8]=2)[CH2:3][CH2:2]1.N(C(C)(C)C#N)=NC(C)(C)C#N.C([SnH](CCCC)CCCC)CCC, predict the reaction product. The product is: [CH:1]1([C:4]2[O:5][C:6]3[C:7](=[C:9]([C:27]#[N:28])[C:10]([CH3:26])=[C:11]([C:20]4[CH:25]=[CH:24][CH:23]=[CH:22][CH:21]=4)[C:12]=3[C@H:13]3[CH2:17][CH2:16][C@@H:15]([OH:19])[CH2:14]3)[N:8]=2)[CH2:2][CH2:3]1.